This data is from Full USPTO retrosynthesis dataset with 1.9M reactions from patents (1976-2016). The task is: Predict the reactants needed to synthesize the given product. (1) The reactants are: [CH3:1][C:2]1[O:3][CH:4]=[CH:5][C:6]=1[C:7]1[C:12]([C:13]2[CH:18]=[CH:17][CH:16]=[CH:15][N:14]=2)=[CH:11][N:10]=[C:9]([N:19]2[CH2:24][CH2:23][CH2:22][CH:21]([CH3:25])[CH2:20]2)[N:8]=1.[ClH:26]. Given the product [ClH:26].[CH3:1][C:2]1[O:3][CH:4]=[CH:5][C:6]=1[C:7]1[C:12]([C:13]2[CH:18]=[CH:17][CH:16]=[CH:15][N:14]=2)=[CH:11][N:10]=[C:9]([N:19]2[CH2:24][CH2:23][CH2:22][CH:21]([CH3:25])[CH2:20]2)[N:8]=1, predict the reactants needed to synthesize it. (2) Given the product [CH2:1]([O:3][C:4]1[N:8]([CH2:9][C:10]2[CH:11]=[CH:12][C:13]([C:16]3[CH:21]=[CH:20][CH:19]=[CH:18][C:17]=3[C:22](=[N:24][OH:25])[NH2:23])=[CH:14][CH:15]=2)[C:7]2[C:26]([C:30]([OH:32])=[O:31])=[CH:27][CH:28]=[CH:29][C:6]=2[N:5]=1)[CH3:2], predict the reactants needed to synthesize it. The reactants are: [CH2:1]([O:3][C:4]1[N:8]([CH2:9][C:10]2[CH:15]=[CH:14][C:13]([C:16]3[CH:21]=[CH:20][CH:19]=[CH:18][C:17]=3[C:22](=[N:24][OH:25])[NH2:23])=[CH:12][CH:11]=2)[C:7]2[C:26]([C:30]([O:32]C)=[O:31])=[CH:27][CH:28]=[CH:29][C:6]=2[N:5]=1)[CH3:2].[OH-].[Na+].O1CCCC1.Cl. (3) The reactants are: Br[CH2:2][CH2:3][CH2:4][CH2:5][CH2:6][CH2:7][C:8]1[C:14]2[CH:15]=[CH:16][C:17]([OH:19])=[CH:18][C:13]=2[CH2:12][CH2:11][CH2:10][C:9]=1[C:20]1[CH:25]=[CH:24][CH:23]=[CH:22][CH:21]=1.[CH3:26][C:27]([OH:46])([CH3:45])[CH2:28][NH:29][CH2:30][CH2:31][CH2:32][S:33]([CH2:35][CH2:36][CH2:37][C:38]([F:44])([F:43])[C:39]([F:42])([F:41])[F:40])=[O:34]. Given the product [OH:46][C:27]([CH3:45])([CH3:26])[CH2:28][N:29]([CH2:30][CH2:31][CH2:32][S:33]([CH2:35][CH2:36][CH2:37][C:38]([F:44])([F:43])[C:39]([F:40])([F:41])[F:42])=[O:34])[CH2:2][CH2:3][CH2:4][CH2:5][CH2:6][CH2:7][C:8]1[C:14]2[CH:15]=[CH:16][C:17]([OH:19])=[CH:18][C:13]=2[CH2:12][CH2:11][CH2:10][C:9]=1[C:20]1[CH:25]=[CH:24][CH:23]=[CH:22][CH:21]=1, predict the reactants needed to synthesize it. (4) Given the product [C:22]([C:14]1[C:13]([O:26][CH2:27][CH:28]([F:30])[F:29])=[C:12]([C:10]([CH3:11])=[CH:9][C:8]([F:31])=[CH:7][C:6]([CH3:32])=[CH:5][C:4]([OH:33])=[O:3])[CH:17]=[C:16]([C:18]([CH3:21])([CH3:20])[CH3:19])[CH:15]=1)([CH3:23])([CH3:24])[CH3:25], predict the reactants needed to synthesize it. The reactants are: C([O:3][C:4](=[O:33])[CH:5]=[C:6]([CH3:32])[CH:7]=[C:8]([F:31])[CH:9]=[C:10]([C:12]1[CH:17]=[C:16]([C:18]([CH3:21])([CH3:20])[CH3:19])[CH:15]=[C:14]([C:22]([CH3:25])([CH3:24])[CH3:23])[C:13]=1[O:26][CH2:27][CH:28]([F:30])[F:29])[CH3:11])C. (5) Given the product [OH:32][C:22]1[C:21]([OH:20])=[CH:26][C:25]([C:27]#[N:28])=[C:24]([C:2]#[C:1][C:5]2[CH:10]=[CH:9][CH:8]=[CH:7][CH:6]=2)[C:23]=1[C:30]#[N:31], predict the reactants needed to synthesize it. The reactants are: [C:1]([C:5]1[CH:10]=[C:9](C)[CH:8]=[C:7](C(C)(C)C)[C:6]=1O)(C)(C)[CH3:2].C([O:20][C:21]1[CH:26]=[C:25]([C:27]#[N:28])[C:24](Br)=[C:23]([C:30]#[N:31])[C:22]=1[O:32]C(=O)C)(=O)C.C1(C#C[Sn](CCCC)(CCCC)CCCC)C=CC=CC=1. (6) Given the product [C:47]([C:37]1[CH:36]=[C:35]([NH:34][C:32](=[O:33])[NH:31][CH2:30][C:29]2[CH:51]=[CH:52][CH:53]=[CH:54][C:28]=2[O:27][C:25]2[CH:24]=[CH:23][N:22]=[C:21]([N:8]3[CH2:9][CH2:10][CH:6]([N:2]([CH3:1])[C:3](=[O:5])[CH3:4])[CH2:7]3)[N:26]=2)[N:39]([C:40]2[CH:41]=[CH:42][C:43]([CH3:46])=[CH:44][CH:45]=2)[N:38]=1)([CH3:50])([CH3:48])[CH3:49], predict the reactants needed to synthesize it. The reactants are: [CH3:1][N:2]([CH:6]1[CH2:10][CH2:9][NH:8][CH2:7]1)[C:3](=[O:5])[CH3:4].C(N(CC)C(C)C)(C)C.Cl[C:21]1[N:26]=[C:25]([O:27][C:28]2[CH:54]=[CH:53][CH:52]=[CH:51][C:29]=2[CH2:30][NH:31][C:32]([NH:34][C:35]2[N:39]([C:40]3[CH:45]=[CH:44][C:43]([CH3:46])=[CH:42][CH:41]=3)[N:38]=[C:37]([C:47]([CH3:50])([CH3:49])[CH3:48])[CH:36]=2)=[O:33])[CH:24]=[CH:23][N:22]=1.C(O)(=O)CC(CC(O)=O)(C(O)=O)O. (7) The reactants are: C(Cl)(=O)C(Cl)=O.[CH:7]([S:10][C:11]1[CH:19]=[CH:18][C:17]([N+:20]([O-:22])=[O:21])=[CH:16][C:12]=1[C:13](O)=[O:14])([CH3:9])[CH3:8].Cl.CN.[N:26]1C=CC=C[CH:27]=1. Given the product [CH:7]([S:10][C:11]1[CH:19]=[CH:18][C:17]([N+:20]([O-:22])=[O:21])=[CH:16][C:12]=1[C:13]([NH:26][CH3:27])=[O:14])([CH3:9])[CH3:8], predict the reactants needed to synthesize it. (8) Given the product [C:13]([O:16][C:17]1[CH:25]=[CH:24][C:23]([Cl:26])=[CH:22][C:18]=1[C:19]([NH:27][C@H:28]([C:29](=[O:30])[NH:31][C:32]1[CH:37]=[C:36]([C:38]([F:40])([F:41])[F:39])[CH:35]=[C:34]([C:42]([F:43])([F:44])[F:45])[CH:33]=1)[CH2:46][C:47]1[CH:48]=[CH:49][CH:50]=[CH:51][CH:52]=1)=[O:21])(=[O:15])[CH3:14], predict the reactants needed to synthesize it. The reactants are: CCN=C=NCCCN(C)C.Cl.[C:13]([O:16][C:17]1[CH:25]=[CH:24][C:23]([Cl:26])=[CH:22][C:18]=1[C:19]([OH:21])=O)(=[O:15])[CH3:14].[NH2:27][C@@H:28]([CH2:46][C:47]1[CH:52]=[CH:51][CH:50]=[CH:49][CH:48]=1)[C:29]([NH:31][C:32]1[CH:37]=[C:36]([C:38]([F:41])([F:40])[F:39])[CH:35]=[C:34]([C:42]([F:45])([F:44])[F:43])[CH:33]=1)=[O:30].ON1C2C=CC=CC=2N=N1.Cl. (9) Given the product [O:3]1[CH2:8][CH2:7][N:6]([CH2:9][CH2:10][O:11][C:13]2[N:18]=[C:17]([NH2:19])[CH:16]=[CH:15][CH:14]=2)[CH2:5][CH2:4]1, predict the reactants needed to synthesize it. The reactants are: [H-].[Na+].[O:3]1[CH2:8][CH2:7][N:6]([CH2:9][CH2:10][OH:11])[CH2:5][CH2:4]1.F[C:13]1[N:18]=[C:17]([NH2:19])[CH:16]=[CH:15][CH:14]=1. (10) The reactants are: [Br:1][C:2]1[CH:7]=[CH:6][C:5]([OH:8])=[C:4]([O:9][CH:10]([CH3:12])[CH3:11])[CH:3]=1.[OH-].[Na+].Cl[CH:16]([F:18])[F:17].Cl. Given the product [Br:1][C:2]1[CH:7]=[CH:6][C:5]([O:8][CH:16]([F:18])[F:17])=[C:4]([O:9][CH:10]([CH3:12])[CH3:11])[CH:3]=1, predict the reactants needed to synthesize it.